Dataset: Merck oncology drug combination screen with 23,052 pairs across 39 cell lines. Task: Regression. Given two drug SMILES strings and cell line genomic features, predict the synergy score measuring deviation from expected non-interaction effect. (1) Drug 1: CC(C)CC(NC(=O)C(Cc1ccccc1)NC(=O)c1cnccn1)B(O)O. Drug 2: CCc1cnn2c(NCc3ccc[n+]([O-])c3)cc(N3CCCCC3CCO)nc12. Cell line: DLD1. Synergy scores: synergy=-8.51. (2) Synergy scores: synergy=1.90. Drug 1: O=P1(N(CCCl)CCCl)NCCCO1. Cell line: SW620. Drug 2: NC1(c2ccc(-c3nc4ccn5c(=O)[nH]nc5c4cc3-c3ccccc3)cc2)CCC1. (3) Drug 1: COc1cccc2c1C(=O)c1c(O)c3c(c(O)c1C2=O)CC(O)(C(=O)CO)CC3OC1CC(N)C(O)C(C)O1. Drug 2: Cc1nc(Nc2ncc(C(=O)Nc3c(C)cccc3Cl)s2)cc(N2CCN(CCO)CC2)n1. Cell line: HT144. Synergy scores: synergy=-9.38. (4) Drug 1: Cn1c(=O)n(-c2ccc(C(C)(C)C#N)cc2)c2c3cc(-c4cnc5ccccc5c4)ccc3ncc21. Drug 2: NC1CCCCC1N.O=C(O)C(=O)O.[Pt+2]. Cell line: SKOV3. Synergy scores: synergy=12.7. (5) Drug 1: O=c1[nH]cc(F)c(=O)[nH]1. Drug 2: Cn1c(=O)n(-c2ccc(C(C)(C)C#N)cc2)c2c3cc(-c4cnc5ccccc5c4)ccc3ncc21. Cell line: NCIH23. Synergy scores: synergy=4.99. (6) Drug 1: CN(Cc1cnc2nc(N)nc(N)c2n1)c1ccc(C(=O)NC(CCC(=O)O)C(=O)O)cc1. Drug 2: Cn1nnc2c(C(N)=O)ncn2c1=O. Cell line: SKMEL30. Synergy scores: synergy=3.49. (7) Drug 1: CN(C)C(=N)N=C(N)N. Drug 2: O=C(CCCCCCC(=O)Nc1ccccc1)NO. Cell line: ZR751. Synergy scores: synergy=-17.7.